Dataset: Aqueous solubility values for 9,982 compounds from the AqSolDB database. Task: Regression/Classification. Given a drug SMILES string, predict its absorption, distribution, metabolism, or excretion properties. Task type varies by dataset: regression for continuous measurements (e.g., permeability, clearance, half-life) or binary classification for categorical outcomes (e.g., BBB penetration, CYP inhibition). For this dataset (solubility_aqsoldb), we predict Y. (1) The molecule is N#CC(C#N)=NNc1ccccc1. The Y is -3.36 log mol/L. (2) The compound is O=P(O)(O)OC1OC(CO)C(O)C(O)C1O. The Y is 0.585 log mol/L.